This data is from Forward reaction prediction with 1.9M reactions from USPTO patents (1976-2016). The task is: Predict the product of the given reaction. (1) Given the reactants [C:1]([O:5][C:6]([NH:8][C:9]1[CH:14]=[CH:13][CH:12]=[CH:11][C:10]=1[NH:15][C:16](=[O:32])[C:17]1[CH:22]=[CH:21][C:20](B2OC(C)(C)C(C)(C)O2)=[CH:19][CH:18]=1)=[O:7])([CH3:4])([CH3:3])[CH3:2].FC(F)(F)S(O[C:39]1[CH2:40][CH2:41][N:42]([C:45]([O:47][CH2:48][C:49]2[CH:54]=[CH:53][CH:52]=[CH:51][CH:50]=2)=[O:46])[CH2:43][CH:44]=1)(=O)=O, predict the reaction product. The product is: [C:1]([O:5][C:6]([NH:8][C:9]1[CH:14]=[CH:13][CH:12]=[CH:11][C:10]=1[NH:15][C:16]([C:17]1[CH:22]=[CH:21][C:20]([C:39]2[CH2:44][CH2:43][N:42]([C:45]([O:47][CH2:48][C:49]3[CH:50]=[CH:51][CH:52]=[CH:53][CH:54]=3)=[O:46])[CH2:41][CH:40]=2)=[CH:19][CH:18]=1)=[O:32])=[O:7])([CH3:3])([CH3:4])[CH3:2]. (2) Given the reactants [Cl:1][C:2]1[CH:7]=[CH:6][C:5]([NH:8][C:9](=[O:20])/[C:10](/[CH3:19])=[CH:11]/[C:12]2[CH:17]=[CH:16][CH:15]=[C:14]([OH:18])[CH:13]=2)=[CH:4][C:3]=1[C:21]([F:24])([F:23])[F:22].Cl[C:26]1[CH:31]=[CH:30][N:29]=[C:28]([C:32]#[N:33])[CH:27]=1.C(=O)([O-])[O-].[Cs+].[Cs+], predict the reaction product. The product is: [Cl:1][C:2]1[CH:7]=[CH:6][C:5]([NH:8][C:9](=[O:20])/[C:10](/[CH3:19])=[CH:11]/[C:12]2[CH:17]=[CH:16][CH:15]=[C:14]([O:18][C:26]3[CH:31]=[CH:30][N:29]=[C:28]([C:32]#[N:33])[CH:27]=3)[CH:13]=2)=[CH:4][C:3]=1[C:21]([F:22])([F:23])[F:24]. (3) Given the reactants [CH3:1][O:2][CH2:3][CH:4]1[CH2:8][CH2:7][CH2:6][N:5]1[C:9]1[CH:10]=[C:11]([NH:15][C:16]2[C:17]3[N:34]=[CH:33][S:32][C:18]=3[N:19]=[C:20]([C:22]3[CH:23]=[C:24]([CH:29]=[CH:30][CH:31]=3)[C:25]([O:27]C)=[O:26])[N:21]=2)[CH:12]=[CH:13][CH:14]=1.[OH-].[Na+].[ClH:37], predict the reaction product. The product is: [ClH:37].[CH3:1][O:2][CH2:3][CH:4]1[CH2:8][CH2:7][CH2:6][N:5]1[C:9]1[CH:10]=[C:11]([NH:15][C:16]2[C:17]3[N:34]=[CH:33][S:32][C:18]=3[N:19]=[C:20]([C:22]3[CH:23]=[C:24]([CH:29]=[CH:30][CH:31]=3)[C:25]([OH:27])=[O:26])[N:21]=2)[CH:12]=[CH:13][CH:14]=1. (4) Given the reactants [OH:1][C:2]([C:11]1[CH:20]=[CH:19][C:18]2[C:17]([NH2:21])=[C:16]([C:22]([C:28]([F:31])([F:30])[F:29])([OH:27])[C:23]([F:26])([F:25])[F:24])[CH:15]=[CH:14][C:13]=2[C:12]=1[NH2:32])([C:7]([F:10])([F:9])[F:8])[C:3]([F:6])([F:5])[F:4].N1C=C[CH:36]=[CH:35][CH:34]=1.[O:39]1[CH2:43][CH2:42][CH2:41][CH2:40]1.[C:44](Cl)(=[O:51])[C:45]1[CH:50]=[CH:49][CH:48]=[CH:47][CH:46]=1, predict the reaction product. The product is: [OH:27][C:22]([C:16]1[CH:15]=[CH:14][C:13]2[C:18](=[CH:19][CH:20]=[C:11]([C:2]([C:3]([F:6])([F:5])[F:4])([OH:1])[C:7]([F:10])([F:9])[F:8])[C:12]=2[NH:32][C:43](=[O:39])[C:42]2[CH:36]=[CH:35][CH:34]=[CH:40][CH:41]=2)[C:17]=1[NH:21][C:44](=[O:51])[C:45]1[CH:50]=[CH:49][CH:48]=[CH:47][CH:46]=1)([C:28]([F:29])([F:30])[F:31])[C:23]([F:25])([F:26])[F:24]. (5) Given the reactants COC([C:5]1[N:6]([NH:14][C:15]([NH:17][C:18](=[O:25])C2C=CC=CC=2)=[S:16])[C:7]2[C:12]([CH:13]=1)=[CH:11][CH:10]=[CH:9][CH:8]=2)=O.[OH-].[Na+].O.C(O)(=O)C, predict the reaction product. The product is: [S:16]=[C:15]1[NH:17][C:18](=[O:25])[C:5]2=[CH:13][C:12]3[C:7]([N:6]2[NH:14]1)=[CH:8][CH:9]=[CH:10][CH:11]=3.